Predict the reactants needed to synthesize the given product. From a dataset of Full USPTO retrosynthesis dataset with 1.9M reactions from patents (1976-2016). (1) Given the product [CH:45]1([C:43]#[C:44][C:2]2[CH:3]=[C:4]([C:8]3[CH:9]=[C:10]4[C:23]5([CH2:27][O:26][C:25]([NH2:28])=[N:24]5)[C:19]5([CH2:20][O:21][CH2:22]5)[C:15]5([CH2:16][CH2:17][CH2:18]5)[O:14][C:11]4=[CH:12][CH:13]=3)[CH:5]=[N:6][CH:7]=2)[CH2:47][CH2:46]1, predict the reactants needed to synthesize it. The reactants are: Br[C:2]1[CH:3]=[C:4]([C:8]2[CH:9]=[C:10]3[C:23]4([CH2:27][O:26][C:25]([N:28](C(OC(C)(C)C)=O)C(OC(C)(C)C)=O)=[N:24]4)[C:19]4([CH2:22][O:21][CH2:20]4)[C:15]4([CH2:18][CH2:17][CH2:16]4)[O:14][C:11]3=[CH:12][CH:13]=2)[CH:5]=[N:6][CH:7]=1.[C:43]([CH:45]1[CH2:47][CH2:46]1)#[CH:44]. (2) The reactants are: [CH2:1]([O:8][C:9]([N:11]1[CH2:16][CH2:15][CH2:14][CH:13]([C:17]([OH:19])=O)[CH2:12]1)=[O:10])[C:2]1[CH:7]=[CH:6][CH:5]=[CH:4][CH:3]=1.C(Cl)(=O)C(Cl)=O.[CH2:26]([NH:28][CH:29]([CH3:31])[CH3:30])[CH3:27]. Given the product [CH2:26]([N:28]([CH:29]([CH3:31])[CH3:30])[C:17]([CH:13]1[CH2:14][CH2:15][CH2:16][N:11]([C:9]([O:8][CH2:1][C:2]2[CH:3]=[CH:4][CH:5]=[CH:6][CH:7]=2)=[O:10])[CH2:12]1)=[O:19])[CH3:27], predict the reactants needed to synthesize it. (3) Given the product [Cl:26][C:27]1[CH:32]=[CH:31][C:30]([CH3:36])=[C:29]([C:2]2[CH:7]=[CH:6][C:5]([CH2:8][C@@H:9]([NH:18][C:19]([C:21]3[N:22]=[N:23][NH:24][CH:25]=3)=[O:20])[CH2:10][C@:11]([CH2:16][OH:17])([CH3:15])[C:12]([OH:14])=[O:13])=[CH:4][CH:3]=2)[CH:28]=1, predict the reactants needed to synthesize it. The reactants are: Br[C:2]1[CH:7]=[CH:6][C:5]([CH2:8][C@@H:9]([NH:18][C:19]([C:21]2[N:22]=[N:23][NH:24][CH:25]=2)=[O:20])[CH2:10][C@:11]([CH2:16][OH:17])([CH3:15])[C:12]([OH:14])=[O:13])=[CH:4][CH:3]=1.[Cl:26][C:27]1[CH:28]=[CH:29][C:30]([CH3:36])=[C:31](B(O)O)[CH:32]=1.C(=O)([O-])[O-].[Na+].[Na+].O. (4) Given the product [F:19][C:20]1[CH:25]=[C:24]([C:2]2[C:10]3[N:9]4[CH2:11][CH2:12][NH:13][C:14](=[O:15])[C:8]4=[C:7]([CH3:16])[C:6]=3[CH:5]=[C:4]([C:17]#[N:18])[CH:3]=2)[CH:23]=[CH:22][N:21]=1, predict the reactants needed to synthesize it. The reactants are: Br[C:2]1[C:10]2[N:9]3[CH2:11][CH2:12][NH:13][C:14](=[O:15])[C:8]3=[C:7]([CH3:16])[C:6]=2[CH:5]=[C:4]([C:17]#[N:18])[CH:3]=1.[F:19][C:20]1[CH:25]=[C:24](B(O)O)[CH:23]=[CH:22][N:21]=1. (5) The reactants are: [N:1]1([CH2:6][CH2:7][O:8][C:9]2[CH:14]=[CH:13][C:12]([NH:15][C:16]3[N:33]=[C:19]4[CH:20]=[CH:21][CH:22]=[C:23]([C:24]5[CH:25]=[C:26]([CH:30]=[CH:31][CH:32]=5)[C:27](O)=[O:28])[N:18]4[N:17]=3)=[CH:11][CH:10]=2)[CH2:5][CH2:4][CH2:3][CH2:2]1.C(N(C(C)C)CC)(C)C.CN([C:46]([O:50][N:51]1N=NC2C=CC=C[C:52]1=2)=[N+](C)C)C.F[P-](F)(F)(F)(F)F. Given the product [CH3:46][O:50][N:51]([CH3:52])[C:27](=[O:28])[C:26]1[CH:30]=[CH:31][CH:32]=[C:24]([C:23]2[N:18]3[N:17]=[C:16]([NH:15][C:12]4[CH:13]=[CH:14][C:9]([O:8][CH2:7][CH2:6][N:1]5[CH2:5][CH2:4][CH2:3][CH2:2]5)=[CH:10][CH:11]=4)[N:33]=[C:19]3[CH:20]=[CH:21][CH:22]=2)[CH:25]=1, predict the reactants needed to synthesize it. (6) Given the product [CH:1]1([N:5]2[CH2:11][CH2:10][CH2:9][N:8]([C:12]([C@@H:14]3[CH2:17][C@H:16]([OH:18])[CH2:15]3)=[O:13])[CH2:7][CH2:6]2)[CH2:4][CH2:3][CH2:2]1, predict the reactants needed to synthesize it. The reactants are: [CH:1]1([N:5]2[CH2:11][CH2:10][CH2:9][N:8]([C:12]([CH:14]3[CH2:17][C:16](=[O:18])[CH2:15]3)=[O:13])[CH2:7][CH2:6]2)[CH2:4][CH2:3][CH2:2]1.[BH4-].[Na+]. (7) Given the product [F:15][C:16]1[CH:17]=[CH:18][C:19]([CH2:20][C:21]2[C:26]([N:27]([C:35]3[CH:40]=[CH:39][C:38]([O:41][C:42]4[CH:47]=[CH:46][C:45]([F:48])=[CH:44][N:43]=4)=[CH:37][CH:36]=3)[C:28]([O:30][C:31]([CH3:34])([CH3:33])[CH3:32])=[O:29])=[CH:25][N:24]=[C:23]([S:49][CH3:50])[N:22]=2)=[CH:51][CH:52]=1, predict the reactants needed to synthesize it. The reactants are: ClC1C(=O)C(C#N)=C(C#N)C(=O)C=1Cl.[F:15][C:16]1[CH:52]=[CH:51][C:19]([CH2:20][C:21]2[N:22]=[C:23]([S:49][CH3:50])[NH:24][CH2:25][C:26]=2[N:27]([C:35]2[CH:40]=[CH:39][C:38]([O:41][C:42]3[CH:47]=[CH:46][C:45]([F:48])=[CH:44][N:43]=3)=[CH:37][CH:36]=2)[C:28]([O:30][C:31]([CH3:34])([CH3:33])[CH3:32])=[O:29])=[CH:18][CH:17]=1. (8) Given the product [Br-:8].[CH3:7][C:2]1[CH:3]=[CH:4][CH:5]=[CH:6][N+:1]=1[CH2:9][C:10](=[O:15])[CH2:11][CH2:12][CH2:13][CH3:14], predict the reactants needed to synthesize it. The reactants are: [N:1]1[CH:6]=[CH:5][CH:4]=[CH:3][C:2]=1[CH3:7].[Br:8][CH2:9][C:10](=[O:15])[CH2:11][CH2:12][CH2:13][CH3:14].